The task is: Predict the reactants needed to synthesize the given product.. This data is from Full USPTO retrosynthesis dataset with 1.9M reactions from patents (1976-2016). (1) Given the product [NH2:34][C:31]1[CH:30]=[CH:29][C:28]([CH2:27][CH2:26][N:23]2[C:16]3[N:17]=[C:18]([NH:21][CH3:22])[N:19]=[CH:20][C:15]=3[CH:14]=[C:13]([C:3]3[C:4]([Cl:12])=[C:5]([O:10][CH3:11])[CH:6]=[C:7]([O:8][CH3:9])[C:2]=3[Cl:1])[C:24]2=[O:25])=[CH:33][CH:32]=1, predict the reactants needed to synthesize it. The reactants are: [Cl:1][C:2]1[C:7]([O:8][CH3:9])=[CH:6][C:5]([O:10][CH3:11])=[C:4]([Cl:12])[C:3]=1[C:13]1[C:24](=[O:25])[N:23]([CH2:26][CH2:27][C:28]2[CH:33]=[CH:32][C:31]([NH:34]C(=O)OC(C)(C)C)=[CH:30][CH:29]=2)[C:16]2[N:17]=[C:18]([NH:21][CH3:22])[N:19]=[CH:20][C:15]=2[CH:14]=1.C(=O)(O)[O-].[Na+]. (2) Given the product [CH:20]([C:24]1[S:28][C:27]([S:29][C:2]2[CH:11]=[C:10]3[C:5]([C:6]([C:13]4[CH:18]=[CH:17][C:16]([F:19])=[CH:15][CH:14]=4)=[CH:7][C:8](=[O:12])[O:9]3)=[CH:4][CH:3]=2)=[N:26][CH:25]=1)([CH2:22][CH3:23])[CH3:21], predict the reactants needed to synthesize it. The reactants are: Br[C:2]1[CH:11]=[C:10]2[C:5]([C:6]([C:13]3[CH:18]=[CH:17][C:16]([F:19])=[CH:15][CH:14]=3)=[CH:7][C:8](=[O:12])[O:9]2)=[CH:4][CH:3]=1.[CH:20]([C:24]1[S:28][C:27]([SH:29])=[N:26][CH:25]=1)([CH2:22][CH3:23])[CH3:21].C([O-])([O-])=O.[K+].[K+]. (3) Given the product [Cl:24][C:23]([Cl:25])([Cl:26])[CH2:22][O:21][C:19](=[O:20])[CH2:18][CH2:17][CH2:16][N:1]1[CH2:6][CH2:5][CH:4]([CH2:7][OH:8])[CH2:3][CH2:2]1, predict the reactants needed to synthesize it. The reactants are: [NH:1]1[CH2:6][CH2:5][CH:4]([CH2:7][OH:8])[CH2:3][CH2:2]1.C([O-])([O-])=O.[K+].[K+].Br[CH2:16][CH2:17][CH2:18][C:19]([O:21][CH2:22][C:23]([Cl:26])([Cl:25])[Cl:24])=[O:20]. (4) Given the product [CH2:1]([O:4][C:5]1[CH:16]=[CH:15][CH:14]=[CH:13][C:6]=1[C:7]([OH:9])=[O:8])[CH2:2][CH3:3], predict the reactants needed to synthesize it. The reactants are: [CH2:1]([O:4][C:5]1[CH:16]=[CH:15][CH:14]=[CH:13][C:6]=1[C:7]([O:9]CCC)=[O:8])[CH2:2][CH3:3].CC(C)([O-])C.[K+].CCCCCC.C(OCC)(=O)C.Cl.